Predict the product of the given reaction. From a dataset of Forward reaction prediction with 1.9M reactions from USPTO patents (1976-2016). (1) Given the reactants [C:1]1([C:3](=[CH:5][CH:6]=[CH:7][CH:8]=1)[OH:4])[OH:2].P(Cl)(Cl)(Cl)=O.[Cl:14][CH2:15][C:16](Cl)=[O:17], predict the reaction product. The product is: [Cl:14][CH2:15][C:16]([C:6]1[CH:5]=[C:3]([OH:4])[C:1](=[CH:8][CH:7]=1)[OH:2])=[O:17]. (2) Given the reactants [C:1]([O:8][CH3:9])(=[O:7])/[CH:2]=[CH:3]/[C:4]([OH:6])=[O:5].[CH:10]1([C:16]([O:18][CH2:19][CH2:20][CH2:21][CH2:22]Cl)=[O:17])[CH2:15][CH2:14][CH2:13][CH2:12][CH2:11]1, predict the reaction product. The product is: [C:4]([O:6][CH2:22][CH2:21][CH2:20][CH2:19][O:18][C:16]([CH:10]1[CH2:15][CH2:14][CH2:13][CH2:12][CH2:11]1)=[O:17])(=[O:5])/[CH:3]=[CH:2]/[C:1]([O:8][CH3:9])=[O:7]. (3) Given the reactants [CH:1]([C:4]1[N:8]=[N:7][N:6]([C:9]2[CH:14]=[CH:13][CH:12]=[CH:11][C:10]=2[O:15][C:16]([F:19])([F:18])[F:17])[C:5]=1[CH2:20][O:21][C:22]1[N:27]=[C:26]([CH3:28])[C:25]([N+:29]([O-])=O)=[CH:24][CH:23]=1)([CH3:3])[CH3:2], predict the reaction product. The product is: [CH:1]([C:4]1[N:8]=[N:7][N:6]([C:9]2[CH:14]=[CH:13][CH:12]=[CH:11][C:10]=2[O:15][C:16]([F:19])([F:18])[F:17])[C:5]=1[CH2:20][O:21][C:22]1[N:27]=[C:26]([CH3:28])[C:25]([NH2:29])=[CH:24][CH:23]=1)([CH3:3])[CH3:2]. (4) Given the reactants Cl[C:2]1[N:7]=[C:6]([C:8]([OH:10])=[O:9])[CH:5]=[C:4]([CH3:11])[N:3]=1.CCN(C(C)C)C(C)C.[CH2:21]([OH:23])[CH3:22], predict the reaction product. The product is: [CH2:21]([O:23][C:2]1[N:7]=[C:6]([C:8]([OH:10])=[O:9])[CH:5]=[C:4]([CH3:11])[N:3]=1)[CH3:22]. (5) Given the reactants [CH3:1][N:2]1[CH2:8][C:6](=[O:7])[NH:5][C:3]1=[O:4].[CH3:9][O:10][C:11]1[CH:18]=[CH:17][C:14]([CH2:15]Cl)=[CH:13][CH:12]=1.C(=O)([O-])[O-].[Cs+].[Cs+], predict the reaction product. The product is: [CH3:9][O:10][C:11]1[CH:18]=[CH:17][C:14]([CH2:15][N:5]2[C:6](=[O:7])[CH2:8][N:2]([CH3:1])[C:3]2=[O:4])=[CH:13][CH:12]=1. (6) Given the reactants C(OC(=O)[NH:7][CH:8]([C:10](=O)[NH:11][C:12]1[CH:17]=[CH:16][CH:15]=[CH:14][C:13]=1[NH:18][C:19]1[CH:24]=[CH:23][CH:22]=[CH:21][CH:20]=1)[CH3:9])(C)(C)C, predict the reaction product. The product is: [C:19]1([N:18]2[C:13]3[CH:14]=[CH:15][CH:16]=[CH:17][C:12]=3[N:11]=[C:10]2[CH:8]([NH2:7])[CH3:9])[CH:24]=[CH:23][CH:22]=[CH:21][CH:20]=1. (7) Given the reactants C([O:8][C:9]1[CH:10]=[C:11]([N:15]2[CH:20]=[C:19]([C:21]3[CH:26]=[CH:25][CH:24]=[CH:23][N:22]=3)[CH:18]=[C:17]([C:27]3[CH:32]=[CH:31][CH:30]=[CH:29][C:28]=3[C:33]#[N:34])[C:16]2=[O:35])[CH:12]=[CH:13][CH:14]=1)C1C=CC=CC=1.CO, predict the reaction product. The product is: [C:33]([C:28]1[CH:29]=[CH:30][CH:31]=[CH:32][C:27]=1[C:17]1[C:16](=[O:35])[N:15]([C:11]2[CH:12]=[CH:13][CH:14]=[C:9]([OH:8])[CH:10]=2)[CH:20]=[C:19]([C:21]2[CH:26]=[CH:25][CH:24]=[CH:23][N:22]=2)[CH:18]=1)#[N:34].